Task: Binary Classification. Given a miRNA mature sequence and a target amino acid sequence, predict their likelihood of interaction.. Dataset: Experimentally validated miRNA-target interactions with 360,000+ pairs, plus equal number of negative samples (1) The miRNA is mmu-miR-22-3p with sequence AAGCUGCCAGUUGAAGAACUGU. The protein sequence of the target gene is MGKGDPKKPRGKMSSYAFFVQTCREEHKKKHPDASVNFSEFSKKCSERWKTMSAKEKGKFEDMAKADKARYEREMKTYIPPKGETKKKFKDPNAPKRPPSAFFLFCSEYRPKIKGEHPGLSIGDVAKKLGEMWNNTAADDKQPYEKKAAKLKEKYEKDIAAYRAKGKPDAAKKGVVKAEKSKKKKEEEEDEEDEEDEEEEEDEEDEEEEEDDDDE. Result: 0 (no interaction). (2) The miRNA is ssc-miR-361-3p with sequence CCCCCAGGUGUGAUUCUGAUUUGC. The protein sequence of the target gene is MSGPGPREPPPEAGAAGGEAAVEGAGGGDAALGEPGLSFTTTDLSLVEMTEVEYTQLQHILCSHMEAAADGELETRLNSALLAAAGPGAGAGGFAAGGQGGAAPVYPVLCPSALAADAPCLGHIDFQELRMMLLSEAGAAEKTSGGGDGARARADGAAKEGAGAAAAAAGPDGAPEARAKPAVRVRLEDRFNSIPAEPPPAPRGPEPPEPGGALNNLVTLIRHPSELMNVPLQQQNKCTALVKNKTAATTTALQFTYPLFTTNACSTSGNSNLSQTQSSSNSCSVLEAAKHQDIGLPRAF.... Result: 0 (no interaction). (3) The miRNA is mmu-miR-877-3p with sequence UGUCCUCUUCUCCCUCCUCCCA. Result: 0 (no interaction). The protein sequence of the target gene is MGSRGQGLLLAYCLLLAFASGLVLSRVPHVQGEQQEWEGTEELPSPPDHAERAEEQHEKYRPSQDQGLPASRCLRCCDPGTSMYPATAVPQINITILKGEKGDRGDRGLQGKYGKTGSAGARGHTGPKGQKGSMGAPGERCKSHYAAFSVGRKKPMHSNHYYQTVIFDTEFVNLYDHFNMFTGKFYCYVPGLYFFSLNVHTWNQKETYLHIMKNEEEVVILFAQVGDRSIMQSQSLMLELREQDQVWVRLYKGERENAIFSEELDTYITFSGYLVKHATEP. (4) The miRNA is hsa-miR-3140-5p with sequence ACCUGAAUUACCAAAAGCUUU. The protein sequence of the target gene is MWKASAGHAVSIAQDDAGADDWETDPDFVNDVSEKEQRWGAKTVQGSGHQEHINIHKLRENVFQEHQTLKEKELETGPKASHGYGGKFGVEQDRMDKSAVGHEYQSKLSKHCSQVDSVRGFGGKFGVQMDRVDQSAVGFEYQGKTEKHASQKDYSSGFGGKYGVQADRVDKSAVGFDYQGKTEKHESQRDYSKGFGGKYGIDKDKVDKSAVGFEYQGKTEKHESQKDYVKGFGGKFGVQTDRQDKCALGWDHQEKLQLHESQKDYKTGFGGKFGVQSERQDSAAVGFDYKEKLAKHESQQ.... Result: 0 (no interaction). (5) The miRNA is hsa-miR-4299 with sequence GCUGGUGACAUGAGAGGC. Result: 0 (no interaction). The protein sequence of the target gene is MGKPTSSGCDWRRFLRNHWLLLSTVAAVVLGIVLGVVVRGHSELSNLDKFYFAFPGEILMRMLKLVILPLIVSSMITGVAALDSNVSGKIGLRAVVYYFSTTVIAVILGIVLVVSIKPGVTQKVNDINRTGKTPEVSTMDAMLDLIRNMFPENLVQACFQQYKTKREEVKPVGDPGGNATEVSVTTAMTTMSENKTKEYKIVGLYSDGINVLGLIIFCLVFGLVIGKMGEKGQILVDFFNALSDATMKIVQIIMCYMPIGILFLIAGKIIEVEDWEIFRKLGLYMATVLSGLAIHSLIVL.... (6) The protein sequence of the target gene is MDARRKHWKENMFTPFFSAQDVLEETSEPESSSEQTTADSSKGMEEIYNLSSRKFQEESKFKRKKYIFQLNEIEQEQNLRENKRNISKNETDTNSASYESSNVDVTTEESFNSTEDNSTCSTDNLPALLRQDIRKKFMERMSPKLCLNLLNEELEELNMKYRKIEEEFENAEKELLHYKKEIFTKPLNFQETETDASKSDYELQALRNDLSEKATNVKNLSEQLQQAKEVIHKLNLENRNLKEAVRKLKHQTEVGNVLLKEEMKSYYELEMAKIRGELSVIKNELRTEKTLQARNNRALE.... Result: 0 (no interaction). The miRNA is hsa-miR-15a-5p with sequence UAGCAGCACAUAAUGGUUUGUG. (7) The miRNA is hsa-miR-548e-3p with sequence AAAAACUGAGACUACUUUUGCA. The protein sequence of the target gene is MFNMKILVIPLFWGLVTGYKGNSSDSSAPRLLLVSFDGFRADYLKSYDLPHLQNFIKEGVLVEHVKNVFITKTFPNHYSIVTGLYEESHGIVANSMYDSVTKKHFSESNDKDPFWWNGAEPIWVTNQLQENRSSAAAMWPGTDVPIHNITASYFMNYSSSVSFKERLGNVTTWLSSSNPPVTFAALYWEEPDVSGHKYGPEDKENMRRVLKEVDDLIGDIVLKLKVLGLWDSLNVIITSDHGMAQCSKNRLIDLDSCIDRSNYSVIDLTPVAAILPKINVTEVYDKLKRCNPHMNVYLKE.... Result: 0 (no interaction). (8) The miRNA is cel-miR-250-3p with sequence AAUCACAGUCAACUGUUGGC. The protein sequence of the target gene is MAAALLARASGPARRALCPRAWRQLHTIYQSVELPETHQMLLQTCRDFAEKELFPIAAQVDKEHLFPAAQVKKMGGLGLLAMDVPEELGGAGLDYLAYAIAMEEISRGCASTGVIMSVNNSLYLGPILKFGSKEQKQAWVTPFTSGDKIGCFALSEPGNGSDAGAASTTARAEGDSWVLNGTKAWITNAWEASAAVVFASTDRALQNKGISAFLVPMPTPGLTLGKKEDKLGIRGSSTANLIFEDCRIPKDSILGEPGMGFKIAMQTLDMGRIGIASQALGIAQTALDCAVNYAENRMAF.... Result: 0 (no interaction). (9) The miRNA is hsa-miR-31-5p with sequence AGGCAAGAUGCUGGCAUAGCU. The protein sequence of the target gene is MRGDRGRGRGGRFGSRGGPGGGFRPFVPHIPFDFYLCEMAFPRVKPAPDETSFSEALLKRNQDLAPNSAEQASILSLVTKINNVIDNLIVAPGTFEVQIEEVRQVGSYKKGTMTTGHNVADLVVILKILPTLEAVAALGNKVVESLRAQDPSEVLTMLTNETGFEISSSDATVKILITTVPPNLRKLDPELHLDIKVLQSALAAIRHARWFEENASQSTVKVLIRLLKDLRIRFPGFEPLTPWILDLLGHYAVMNNPTRQPLALNVAYRRCLQILAAGLFLPGSVGITDPCESGNFRVHT.... Result: 1 (interaction). (10) The miRNA is cel-miR-800-3p with sequence GCCAAACUCGGAAAUUGUCUGC. The protein sequence of the target gene is MATPDQKSPNVLLQNLCCRILGRSEADVAQQFQYAVRVIGSNFAPTVERDEFLVAEKIKKELIRQRREADAALFSELHRKLHSQGVLKNKWSILYLLLSLSEDPRRQPSKVSSYATLFAQALPRDAHSTPYYYARPQTLPLSYQDRSAQSAQSSGSVGSSGISSIGLCALSGPAPAPQSLLPGQSNQAPGVGDCLRQQLGSRLAWTLTANQPSSQATTSKGVPSAVSRNMTRSRREGDTGGTMEITEAALVRDILYVFQGIDGKNIKMNNTENCYKVEGKANLSRSLRDTAVRLSELGWL.... Result: 0 (no interaction).